Dataset: Forward reaction prediction with 1.9M reactions from USPTO patents (1976-2016). Task: Predict the product of the given reaction. Given the reactants [Cl:1][C:2]1[CH:3]=[C:4]([CH:21]=[CH:22][C:23]=1[NH:24][C:25]([NH:27][CH:28]1[CH2:30][CH2:29]1)=[O:26])[O:5][C:6]1[C:15]2[C:10](=[CH:11][C:12]([O:19][CH3:20])=[C:13]([C:16]([OH:18])=O)[CH:14]=2)[N:9]=[CH:8][CH:7]=1.[CH2:31]([O:33][CH2:34][CH2:35][NH2:36])[CH3:32].C(N(CC)CC)C.F[P-](F)(F)(F)(F)F.N1(O[P+](N(C)C)(N(C)C)N(C)C)C2C=CC=CC=2N=N1, predict the reaction product. The product is: [CH2:31]([O:33][CH2:34][CH2:35][NH:36][C:16]([C:13]1[CH:14]=[C:15]2[C:10](=[CH:11][C:12]=1[O:19][CH3:20])[N:9]=[CH:8][CH:7]=[C:6]2[O:5][C:4]1[CH:21]=[CH:22][C:23]([NH:24][C:25]([NH:27][CH:28]2[CH2:29][CH2:30]2)=[O:26])=[C:2]([Cl:1])[CH:3]=1)=[O:18])[CH3:32].